From a dataset of NCI-60 drug combinations with 297,098 pairs across 59 cell lines. Regression. Given two drug SMILES strings and cell line genomic features, predict the synergy score measuring deviation from expected non-interaction effect. (1) Drug 1: C1=C(C(=O)NC(=O)N1)N(CCCl)CCCl. Drug 2: CNC(=O)C1=NC=CC(=C1)OC2=CC=C(C=C2)NC(=O)NC3=CC(=C(C=C3)Cl)C(F)(F)F. Cell line: BT-549. Synergy scores: CSS=31.5, Synergy_ZIP=-9.32, Synergy_Bliss=0.333, Synergy_Loewe=-3.88, Synergy_HSA=0.543. (2) Drug 1: CCC1=C2CN3C(=CC4=C(C3=O)COC(=O)C4(CC)O)C2=NC5=C1C=C(C=C5)O. Drug 2: C1CCC(C(C1)N)N.C(=O)(C(=O)[O-])[O-].[Pt+4]. Cell line: RXF 393. Synergy scores: CSS=-0.0805, Synergy_ZIP=-3.24, Synergy_Bliss=-3.68, Synergy_Loewe=-13.2, Synergy_HSA=-4.86. (3) Drug 1: CS(=O)(=O)C1=CC(=C(C=C1)C(=O)NC2=CC(=C(C=C2)Cl)C3=CC=CC=N3)Cl. Drug 2: CN(C)N=NC1=C(NC=N1)C(=O)N. Cell line: NCI-H322M. Synergy scores: CSS=0.758, Synergy_ZIP=0.850, Synergy_Bliss=2.98, Synergy_Loewe=-2.48, Synergy_HSA=-0.440. (4) Drug 1: CNC(=O)C1=CC=CC=C1SC2=CC3=C(C=C2)C(=NN3)C=CC4=CC=CC=N4. Drug 2: CC1CCC2CC(C(=CC=CC=CC(CC(C(=O)C(C(C(=CC(C(=O)CC(OC(=O)C3CCCCN3C(=O)C(=O)C1(O2)O)C(C)CC4CCC(C(C4)OC)OCCO)C)C)O)OC)C)C)C)OC. Cell line: LOX IMVI. Synergy scores: CSS=9.28, Synergy_ZIP=-5.45, Synergy_Bliss=-5.20, Synergy_Loewe=-15.6, Synergy_HSA=-3.17. (5) Drug 1: C1=NC(=NC(=O)N1C2C(C(C(O2)CO)O)O)N. Drug 2: CN(CCCl)CCCl.Cl. Cell line: NCI-H226. Synergy scores: CSS=25.7, Synergy_ZIP=-5.99, Synergy_Bliss=-0.828, Synergy_Loewe=-13.6, Synergy_HSA=-0.428. (6) Drug 1: CC1=C(C(CCC1)(C)C)C=CC(=CC=CC(=CC(=O)O)C)C. Drug 2: CC1=C2C(C(=O)C3(C(CC4C(C3C(C(C2(C)C)(CC1OC(=O)C(C(C5=CC=CC=C5)NC(=O)OC(C)(C)C)O)O)OC(=O)C6=CC=CC=C6)(CO4)OC(=O)C)O)C)O. Cell line: COLO 205. Synergy scores: CSS=46.9, Synergy_ZIP=18.0, Synergy_Bliss=16.5, Synergy_Loewe=15.8, Synergy_HSA=16.3.